From a dataset of Reaction yield outcomes from USPTO patents with 853,638 reactions. Predict the reaction yield, written as a fraction of the theoretical maximum amount of product (1.0 means a 100% yield; for example, 0.34 means a 34% yield). (1) The reactants are [CH3:1][O:2][C:3](=[O:33])[C:4]1[CH:9]=[CH:8][C:7]([CH2:10][N:11]2[CH:15]=[C:14]([C:16]3[CH:21]=[CH:20][C:19]([Cl:22])=[CH:18][C:17]=3[Cl:23])[N:13]=[C:12]2/[CH:24]=[CH:25]/[C:26]2[CH:31]=[CH:30][C:29]([NH2:32])=[CH:28][CH:27]=2)=[CH:6][CH:5]=1.[CH2:34]([C:38]1[CH:43]=[CH:42][C:41]([S:44](Cl)(=[O:46])=[O:45])=[CH:40][CH:39]=1)[CH2:35][CH2:36][CH3:37]. No catalyst specified. The product is [CH3:1][O:2][C:3](=[O:33])[C:4]1[CH:9]=[CH:8][C:7]([CH2:10][N:11]2[CH:15]=[C:14]([C:16]3[CH:21]=[CH:20][C:19]([Cl:22])=[CH:18][C:17]=3[Cl:23])[N:13]=[C:12]2/[CH:24]=[CH:25]/[C:26]2[CH:27]=[CH:28][C:29]([NH:32][S:44]([C:41]3[CH:42]=[CH:43][C:38]([CH2:34][CH2:35][CH2:36][CH3:37])=[CH:39][CH:40]=3)(=[O:46])=[O:45])=[CH:30][CH:31]=2)=[CH:6][CH:5]=1. The yield is 0.930. (2) The reactants are C([O:3][C:4](=[O:20])[C:5]([N:7]1[CH2:12][CH2:11][CH:10]([CH2:13][C:14]2[CH:19]=[CH:18][CH:17]=[CH:16][CH:15]=2)[CH2:9][CH2:8]1)=[O:6])C.[OH-].[K+]. The catalyst is CO. The product is [CH2:13]([CH:10]1[CH2:9][CH2:8][N:7]([C:5](=[O:6])[C:4]([OH:20])=[O:3])[CH2:12][CH2:11]1)[C:14]1[CH:15]=[CH:16][CH:17]=[CH:18][CH:19]=1. The yield is 0.850. (3) The reactants are [NH:1]1[C:10]2[C:5](=[CH:6][CH:7]=[CH:8][CH:9]=2)[CH2:4][CH2:3][CH2:2]1.[S:11]1[C:15]2[CH:16]=[CH:17][CH:18]=[CH:19][C:14]=2[N:13]=[C:12]1[O:20][CH2:21][C:22](O)=[O:23]. No catalyst specified. The product is [S:11]1[C:15]2[CH:16]=[CH:17][CH:18]=[CH:19][C:14]=2[N:13]=[C:12]1[O:20][CH2:21][C:22]([N:1]1[C:10]2[C:5](=[CH:6][CH:7]=[CH:8][CH:9]=2)[CH2:4][CH2:3][CH2:2]1)=[O:23]. The yield is 0.280. (4) The reactants are [CH2:1]([N:3]1[CH2:7][C@H:6]([CH2:8][CH2:9]I)[C:5]([C:17]2[CH:22]=[CH:21][CH:20]=[CH:19][CH:18]=2)([C:11]2[CH:16]=[CH:15][CH:14]=[CH:13][CH:12]=2)[C:4]1=[O:23])[CH3:2].[NH:24]1[CH2:29][CH2:28][O:27][CH2:26][CH2:25]1. The catalyst is CCO. The product is [CH2:1]([N:3]1[CH2:7][C@H:6]([CH2:8][CH2:9][N:24]2[CH2:29][CH2:28][O:27][CH2:26][CH2:25]2)[C:5]([C:17]2[CH:22]=[CH:21][CH:20]=[CH:19][CH:18]=2)([C:11]2[CH:16]=[CH:15][CH:14]=[CH:13][CH:12]=2)[C:4]1=[O:23])[CH3:2]. The yield is 0.750. (5) The reactants are [Cl-].O[NH3+:3].[C:4](=[O:7])([O-])[OH:5].[Na+].CS(C)=O.[CH:13]1([C:16]2[N:17]=[C:18]([CH3:48])[N:19]([C:38]3[CH:39]=[CH:40][C:41]4[O:45][CH:44]([CH3:46])[CH2:43][C:42]=4[CH:47]=3)[C:20](=[O:37])[C:21]=2[CH2:22][C:23]2[CH:28]=[CH:27][C:26]([C:29]3[C:30]([C:35]#[N:36])=[CH:31][CH:32]=[CH:33][CH:34]=3)=[CH:25][CH:24]=2)[CH2:15][CH2:14]1. The catalyst is C(OC(=O)C)C. The product is [CH:13]1([C:16]2[N:17]=[C:18]([CH3:48])[N:19]([C:38]3[CH:39]=[CH:40][C:41]4[O:45][CH:44]([CH3:46])[CH2:43][C:42]=4[CH:47]=3)[C:20](=[O:37])[C:21]=2[CH2:22][C:23]2[CH:24]=[CH:25][C:26]([C:29]3[CH:34]=[CH:33][CH:32]=[CH:31][C:30]=3[C:35]3[NH:3][C:4](=[O:7])[O:5][N:36]=3)=[CH:27][CH:28]=2)[CH2:15][CH2:14]1. The yield is 0.350. (6) The reactants are [CH3:1][C:2]1[S:6][C:5]([N:7]2[CH2:12][CH2:11][CH2:10][CH2:9][CH2:8]2)=[N:4][C:3]=1[CH2:13]P(=O)(OCC)OCC.[H-].[Na+].[CH3:24][O:25][CH2:26][O:27][C:28]1[C:32]([CH:33]=O)=[CH:31][N:30]([C:35]2[CH:40]=[CH:39][CH:38]=[CH:37][CH:36]=2)[N:29]=1.O. The catalyst is O1CCCC1. The product is [CH3:24][O:25][CH2:26][O:27][C:28]1[C:32](/[CH:33]=[CH:13]/[C:3]2[N:4]=[C:5]([N:7]3[CH2:8][CH2:9][CH2:10][CH2:11][CH2:12]3)[S:6][C:2]=2[CH3:1])=[CH:31][N:30]([C:35]2[CH:40]=[CH:39][CH:38]=[CH:37][CH:36]=2)[N:29]=1. The yield is 0.440. (7) The reactants are [Br:1][C:2]1[CH:3]=[C:4]2[C:9](=[CH:10][CH:11]=1)[C:8](=[O:12])[NH:7][C:6](=[O:13])/[C:5]/2=[CH:14]/OC.[NH2:17][C:18]1[CH:23]=[CH:22][C:21]([N:24]([CH3:28])[CH2:25][CH2:26][OH:27])=[CH:20][CH:19]=1.C(N(CC)CC)C. The catalyst is CN(C)C=O. The product is [Br:1][C:2]1[CH:3]=[C:4]2[C:9](=[CH:10][CH:11]=1)[C:8](=[O:12])[NH:7][C:6](=[O:13])/[C:5]/2=[CH:14]\[NH:17][C:18]1[CH:19]=[CH:20][C:21]([N:24]([CH2:25][CH2:26][OH:27])[CH3:28])=[CH:22][CH:23]=1. The yield is 0.640. (8) The reactants are [CH3:1]N(C)C=O.[OH:6][C:7]1[CH:12]=[CH:11][C:10]([CH:13]([CH3:17])C(O)=O)=[CH:9][C:8]=1[O:18][CH3:19].C(=O)([O-])[O-].[K+].[K+].Br[CH2:27][CH2:28][CH3:29].[C:30]([O:33][CH2:34][CH3:35])(=[O:32])C. No catalyst specified. The product is [CH3:19][O:18][C:8]1[CH:9]=[C:10]([CH2:13][CH2:17][C:30]([O:33][CH2:34][CH2:35][CH3:1])=[O:32])[CH:11]=[CH:12][C:7]=1[O:6][CH2:27][CH2:28][CH3:29]. The yield is 0.820.